This data is from Merck oncology drug combination screen with 23,052 pairs across 39 cell lines. The task is: Regression. Given two drug SMILES strings and cell line genomic features, predict the synergy score measuring deviation from expected non-interaction effect. (1) Drug 1: CC(C)CC(NC(=O)C(Cc1ccccc1)NC(=O)c1cnccn1)B(O)O. Drug 2: CCC1(O)C(=O)OCc2c1cc1n(c2=O)Cc2cc3c(CN(C)C)c(O)ccc3nc2-1. Cell line: HT144. Synergy scores: synergy=-5.68. (2) Drug 1: COc1cccc2c1C(=O)c1c(O)c3c(c(O)c1C2=O)CC(O)(C(=O)CO)CC3OC1CC(N)C(O)C(C)O1. Drug 2: C#Cc1cccc(Nc2ncnc3cc(OCCOC)c(OCCOC)cc23)c1. Cell line: ZR751. Synergy scores: synergy=22.8. (3) Drug 1: N.N.O=C(O)C1(C(=O)O)CCC1.[Pt]. Drug 2: CS(=O)(=O)CCNCc1ccc(-c2ccc3ncnc(Nc4ccc(OCc5cccc(F)c5)c(Cl)c4)c3c2)o1. Cell line: A2780. Synergy scores: synergy=2.26. (4) Synergy scores: synergy=-0.404. Drug 2: O=C(O)C1(Cc2cccc(Nc3nccs3)n2)CCC(Oc2cccc(Cl)c2F)CC1. Drug 1: O=C(CCCCCCC(=O)Nc1ccccc1)NO. Cell line: SW620.